From a dataset of Human liver microsome stability data. Regression/Classification. Given a drug SMILES string, predict its absorption, distribution, metabolism, or excretion properties. Task type varies by dataset: regression for continuous measurements (e.g., permeability, clearance, half-life) or binary classification for categorical outcomes (e.g., BBB penetration, CYP inhibition). Dataset: hlm. (1) The molecule is COC(=O)Nc1ccc(-c2[nH]c([C@H](Cc3ccccc3)NC(=O)C=Cc3cc(Cl)ccc3-n3cnnn3)nc2Cl)cc1. The result is 0 (unstable in human liver microsomes). (2) The compound is COc1ccc(C2=Nc3c(C(C)(C)C)nn(CCCO)c3C(=O)NC2)cc1-c1cnc(N(C)C)cc1C. The result is 0 (unstable in human liver microsomes). (3) The compound is CC(C)CCn1nc(-c2ccccc2)c(O)c(C2=CS(=O)(=O)c3cc(NS(C)(=O)=O)ccc3N2)c1=O. The result is 0 (unstable in human liver microsomes). (4) The molecule is COc1ccc2c(c1)C1CC1(C(=O)N1C3CCC1CN(C)C3)Cn1c-2c(C2CCCCC2)c2ccc(C(=O)NS(=O)(=O)CC3CCC3)cc21. The result is 0 (unstable in human liver microsomes). (5) The compound is CC(=O)c1cccc(C(=O)Nc2ccc(N3CCN(c4ccc(OC[C@@H]5CO[C@@](C)(c6ccc(F)cc6F)C5)cc4)CC3)cc2)c1. The result is 0 (unstable in human liver microsomes). (6) The drug is COc1cc2ccc(Br)cc2cc1[C@@H](c1ccnc(OC)c1OC)[C@@](O)(CCN(C)C)c1cccc2occc12. The result is 0 (unstable in human liver microsomes). (7) The drug is CCCCSc1nc2cc(OC)ccc2[nH]1. The result is 1 (stable in human liver microsomes).